The task is: Predict the reaction yield, written as a fraction of the theoretical maximum amount of product (1.0 means a 100% yield; for example, 0.34 means a 34% yield).. This data is from Reaction yield outcomes from USPTO patents with 853,638 reactions. (1) The reactants are [N+](=[CH:3][Si](C)(C)C)=[N-].[OH:8][CH2:9][CH:10]([C:15]1[CH:20]=[C:19]([C:21]([F:24])([F:23])[F:22])[CH:18]=[C:17]([C:25]([F:28])([F:27])[F:26])[CH:16]=1)[C:11]([O:13][CH3:14])=[O:12].F[B-](F)(F)F.[H+].O. The catalyst is ClCCl. The product is [CH3:3][O:8][CH2:9][CH:10]([C:15]1[CH:16]=[C:17]([C:25]([F:26])([F:27])[F:28])[CH:18]=[C:19]([C:21]([F:23])([F:22])[F:24])[CH:20]=1)[C:11]([O:13][CH3:14])=[O:12]. The yield is 0.800. (2) The reactants are [C:1]([O:5][C:6]([N:8]1[CH2:13][CH2:12][NH:11][C:10](C)([C:14]([OH:16])=[O:15])[CH2:9]1)=[O:7])([CH3:4])([CH3:3])[CH3:2].Br[C:19]1[CH:24]=[CH:23][C:22]([C:25]([F:28])([F:27])[F:26])=[CH:21][N:20]=1.[Cl-].[CH:30](C1C=CC=C(C(C)C)C=1[N+]1C=CN(C2C(C(C)C)=CC=CC=2C(C)C)C=1)(C)C.CC(C)([O-])C.[Na+]. The catalyst is C1(C)C=CC=CC=1. The product is [CH3:30][O:16][C:14]([CH:10]1[N:11]([C:19]2[CH:24]=[CH:23][C:22]([C:25]([F:28])([F:27])[F:26])=[CH:21][N:20]=2)[CH2:12][CH2:13][N:8]([C:6]([O:5][C:1]([CH3:2])([CH3:3])[CH3:4])=[O:7])[CH2:9]1)=[O:15]. The yield is 0.580. (3) The reactants are [NH:1]1[C:9]2[C:4](=[CH:5][CH:6]=[CH:7][CH:8]=2)[CH2:3][C:2]1=[O:10].[Br:11]N1C(=O)CCC1=O. The catalyst is C(#N)C. The product is [Br:11][C:6]1[CH:5]=[C:4]2[C:9](=[CH:8][CH:7]=1)[NH:1][C:2](=[O:10])[CH2:3]2. The yield is 0.900.